This data is from Full USPTO retrosynthesis dataset with 1.9M reactions from patents (1976-2016). The task is: Predict the reactants needed to synthesize the given product. (1) Given the product [F:16][C:4]1[C:5](=[O:15])[N:6]([C:9]2[CH:14]=[CH:13][CH:12]=[CH:11][CH:10]=2)[N:7]([CH3:8])[C:3]=1[CH2:2][N:30]1[CH2:29][CH2:28][C:27]2([N:23]([C:17]3[CH:22]=[CH:21][CH:20]=[CH:19][CH:18]=3)[CH2:24][NH:25][C:26]2=[O:33])[CH2:32][CH2:31]1, predict the reactants needed to synthesize it. The reactants are: Br[CH2:2][C:3]1[N:7]([CH3:8])[N:6]([C:9]2[CH:14]=[CH:13][CH:12]=[CH:11][CH:10]=2)[C:5](=[O:15])[C:4]=1[F:16].[C:17]1([N:23]2[C:27]3([CH2:32][CH2:31][NH:30][CH2:29][CH2:28]3)[C:26](=[O:33])[NH:25][CH2:24]2)[CH:22]=[CH:21][CH:20]=[CH:19][CH:18]=1.C(N(C(C)C)CC)(C)C. (2) Given the product [C:43]([CH:42]1[CH2:46][CH2:47][CH2:48][N:40]([C:36]([C:34]2[CH:33]=[CH:32][C:30]3[N:31]=[C:27]([C:23]4[CH:22]=[C:21]([N:15]5[C:14](=[O:39])[C:13]6[C:17](=[CH:18][CH:19]=[C:11]([C:9]([OH:8])=[O:10])[CH:12]=6)[C:16]5=[O:20])[CH:26]=[CH:25][CH:24]=4)[O:28][C:29]=3[CH:35]=2)=[O:37])[CH2:41]1)(=[O:44])[NH2:45], predict the reactants needed to synthesize it. The reactants are: C([O:8][C:9]([C:11]1[CH:12]=[C:13]2[C:17](=[CH:18][CH:19]=1)[C:16](=[O:20])[N:15]([C:21]1[CH:26]=[CH:25][CH:24]=[C:23]([C:27]3[O:28][C:29]4[CH:35]=[C:34]([C:36](Cl)=[O:37])[CH:33]=[CH:32][C:30]=4[N:31]=3)[CH:22]=1)[C:14]2=[O:39])=[O:10])C1C=CC=CC=1.[NH:40]1[CH2:48][CH2:47][CH2:46][CH:42]([C:43]([NH2:45])=[O:44])[CH2:41]1.